From a dataset of TCR-epitope binding with 47,182 pairs between 192 epitopes and 23,139 TCRs. Binary Classification. Given a T-cell receptor sequence (or CDR3 region) and an epitope sequence, predict whether binding occurs between them. The epitope is RPPIFIRRL. The TCR CDR3 sequence is CSARDQGEWGIKETQYF. Result: 1 (the TCR binds to the epitope).